The task is: Regression. Given two drug SMILES strings and cell line genomic features, predict the synergy score measuring deviation from expected non-interaction effect.. This data is from NCI-60 drug combinations with 297,098 pairs across 59 cell lines. (1) Drug 1: COC1=C2C(=CC3=C1OC=C3)C=CC(=O)O2. Drug 2: CC1C(C(CC(O1)OC2CC(CC3=C2C(=C4C(=C3O)C(=O)C5=CC=CC=C5C4=O)O)(C(=O)C)O)N)O. Cell line: ACHN. Synergy scores: CSS=48.0, Synergy_ZIP=-1.25, Synergy_Bliss=-6.06, Synergy_Loewe=-14.2, Synergy_HSA=-3.36. (2) Drug 1: CC(CN1CC(=O)NC(=O)C1)N2CC(=O)NC(=O)C2. Drug 2: CC1=C(C=C(C=C1)C(=O)NC2=CC(=CC(=C2)C(F)(F)F)N3C=C(N=C3)C)NC4=NC=CC(=N4)C5=CN=CC=C5. Cell line: T-47D. Synergy scores: CSS=1.63, Synergy_ZIP=-0.633, Synergy_Bliss=-0.781, Synergy_Loewe=-0.709, Synergy_HSA=-0.710. (3) Drug 1: C1C(C(OC1N2C=NC3=C2NC=NCC3O)CO)O. Drug 2: CC1CCCC2(C(O2)CC(NC(=O)CC(C(C(=O)C(C1O)C)(C)C)O)C(=CC3=CSC(=N3)C)C)C. Cell line: NCI-H522. Synergy scores: CSS=46.6, Synergy_ZIP=1.62, Synergy_Bliss=-0.245, Synergy_Loewe=-22.2, Synergy_HSA=0.193. (4) Drug 1: C1CN(CCN1C(=O)CCBr)C(=O)CCBr. Drug 2: C1CC(=O)NC(=O)C1N2C(=O)C3=CC=CC=C3C2=O. Cell line: SF-539. Synergy scores: CSS=69.2, Synergy_ZIP=0.349, Synergy_Bliss=0.905, Synergy_Loewe=-8.98, Synergy_HSA=1.87. (5) Drug 1: C1=CC(=CC=C1CCCC(=O)O)N(CCCl)CCCl. Drug 2: CC=C1C(=O)NC(C(=O)OC2CC(=O)NC(C(=O)NC(CSSCCC=C2)C(=O)N1)C(C)C)C(C)C. Cell line: SK-MEL-5. Synergy scores: CSS=85.0, Synergy_ZIP=2.17, Synergy_Bliss=1.67, Synergy_Loewe=-0.724, Synergy_HSA=5.87. (6) Drug 1: CC1C(C(CC(O1)OC2CC(CC3=C2C(=C4C(=C3O)C(=O)C5=C(C4=O)C(=CC=C5)OC)O)(C(=O)CO)O)N)O.Cl. Drug 2: CC1CCCC2(C(O2)CC(NC(=O)CC(C(C(=O)C(C1O)C)(C)C)O)C(=CC3=CSC(=N3)C)C)C. Cell line: MDA-MB-231. Synergy scores: CSS=27.4, Synergy_ZIP=-2.72, Synergy_Bliss=-4.42, Synergy_Loewe=-18.2, Synergy_HSA=-3.11. (7) Drug 1: CS(=O)(=O)CCNCC1=CC=C(O1)C2=CC3=C(C=C2)N=CN=C3NC4=CC(=C(C=C4)OCC5=CC(=CC=C5)F)Cl. Drug 2: CC1C(C(CC(O1)OC2CC(OC(C2O)C)OC3=CC4=CC5=C(C(=O)C(C(C5)C(C(=O)C(C(C)O)O)OC)OC6CC(C(C(O6)C)O)OC7CC(C(C(O7)C)O)OC8CC(C(C(O8)C)O)(C)O)C(=C4C(=C3C)O)O)O)O. Cell line: OVCAR3. Synergy scores: CSS=16.9, Synergy_ZIP=-0.0201, Synergy_Bliss=-1.63, Synergy_Loewe=-24.8, Synergy_HSA=-2.36.